From a dataset of Full USPTO retrosynthesis dataset with 1.9M reactions from patents (1976-2016). Predict the reactants needed to synthesize the given product. (1) Given the product [CH3:23][C:18]1([CH3:24])[C:19]([CH3:22])([CH3:21])[O:20][B:16]([C:2]2[CH:7]=[CH:6][C:5]([N:8]3[CH2:13][CH2:12][CH:11]([CH2:14][OH:15])[CH2:10][CH2:9]3)=[CH:4][CH:3]=2)[O:17]1, predict the reactants needed to synthesize it. The reactants are: Br[C:2]1[CH:7]=[CH:6][C:5]([N:8]2[CH2:13][CH2:12][CH:11]([CH2:14][OH:15])[CH2:10][CH2:9]2)=[CH:4][CH:3]=1.[B:16]1([B:16]2[O:20][C:19]([CH3:22])([CH3:21])[C:18]([CH3:24])([CH3:23])[O:17]2)[O:20][C:19]([CH3:22])([CH3:21])[C:18]([CH3:24])([CH3:23])[O:17]1.C([O-])(=O)C.[K+]. (2) Given the product [C:3]1([S:9][CH2:10][CH:11]([OH:13])[CH3:12])[CH:8]=[CH:7][CH:6]=[CH:5][CH:4]=1, predict the reactants needed to synthesize it. The reactants are: [BH4-].[Na+].[C:3]1([S:9][CH2:10][C:11](=[O:13])[CH3:12])[CH:8]=[CH:7][CH:6]=[CH:5][CH:4]=1. (3) The reactants are: CN(C)/[CH:3]=[CH:4]/[C:5]([C:7]1[C:8](=[O:30])[O:9][C:10]2[C:15]([CH:16]=1)=[CH:14][CH:13]=[C:12]([N:17]1[CH2:22][CH2:21][N:20]([C:23]([O:25][C:26]([CH3:29])([CH3:28])[CH3:27])=[O:24])[CH2:19][CH2:18]1)[CH:11]=2)=O.Cl.[C:33]([NH2:36])(=[NH:35])[CH3:34].C([O-])([O-])=O.[K+].[K+].O. Given the product [C:26]([O:25][C:23]([N:20]1[CH2:19][CH2:18][N:17]([C:12]2[CH:11]=[C:10]3[C:15]([CH:16]=[C:7]([C:5]4[CH:4]=[CH:3][N:36]=[C:33]([CH3:34])[N:35]=4)[C:8](=[O:30])[O:9]3)=[CH:14][CH:13]=2)[CH2:22][CH2:21]1)=[O:24])([CH3:29])([CH3:28])[CH3:27], predict the reactants needed to synthesize it. (4) The reactants are: Cl[C:2]1[N:7]=[C:6]([C:8]2[S:12][C:11]([N:13]([CH3:15])[CH3:14])=[N:10][C:9]=2[C:16]2[CH:17]=[C:18]([NH:22][S:23]([C:26]3[C:31]([F:32])=[CH:30][CH:29]=[CH:28][C:27]=3[F:33])(=[O:25])=[O:24])[CH:19]=[CH:20][CH:21]=2)[CH:5]=[CH:4][N:3]=1. Given the product [CH3:14][N:13]([CH3:15])[C:11]1[S:12][C:8]([C:6]2[CH:5]=[CH:4][N:3]=[C:2]([NH:10][CH2:9][CH:16]([CH3:17])[CH3:21])[N:7]=2)=[C:9]([C:16]2[CH:17]=[C:18]([NH:22][S:23]([C:26]3[C:31]([F:32])=[CH:30][CH:29]=[CH:28][C:27]=3[F:33])(=[O:25])=[O:24])[CH:19]=[CH:20][CH:21]=2)[N:10]=1, predict the reactants needed to synthesize it. (5) Given the product [CH3:14][O:15][C:16]([C:18]1[S:19][C:20]([C:24]#[C:25][C:26]([CH3:29])([CH3:28])[CH3:27])=[CH:21][C:22]=1[NH:11][C@@H:9]([CH3:10])[CH2:8][CH2:7][O:6][Si:5]([C:1]([CH3:3])([CH3:2])[CH3:4])([CH3:13])[CH3:12])=[O:17], predict the reactants needed to synthesize it. The reactants are: [C:1]([Si:5]([CH3:13])([CH3:12])[O:6][CH2:7][CH2:8][C@@H:9]([NH2:11])[CH3:10])([CH3:4])([CH3:3])[CH3:2].[CH3:14][O:15][C:16]([C:18]1[S:19][C:20]([C:24]#[C:25][C:26]([CH3:29])([CH3:28])[CH3:27])=[CH:21][C:22]=1I)=[O:17].C1C=CC(P(C2C(C3C(P(C4C=CC=CC=4)C4C=CC=CC=4)=CC=C4C=3C=CC=C4)=C3C(C=CC=C3)=CC=2)C2C=CC=CC=2)=CC=1.